This data is from Full USPTO retrosynthesis dataset with 1.9M reactions from patents (1976-2016). The task is: Predict the reactants needed to synthesize the given product. Given the product [C:1]([O:5][CH:6]([C:11]1[CH:19]=[CH:18][CH:17]=[C:13]([C:14](=[O:15])[N:32]([CH2:33][CH3:34])[CH2:30][CH3:31])[C:12]=1[C:20]1[CH:21]=[CH:22][C:23]2[O:28][CH2:27][CH2:26][CH2:25][C:24]=2[CH:29]=1)[C:7]([O:9][CH3:10])=[O:8])([CH3:3])([CH3:4])[CH3:2], predict the reactants needed to synthesize it. The reactants are: [C:1]([O:5][CH:6]([C:11]1[C:12]([C:20]2[CH:21]=[CH:22][C:23]3[O:28][CH2:27][CH2:26][CH2:25][C:24]=3[CH:29]=2)=[C:13]([CH:17]=[CH:18][CH:19]=1)[C:14](O)=[O:15])[C:7]([O:9][CH3:10])=[O:8])([CH3:4])([CH3:3])[CH3:2].[CH2:30]([NH:32][CH2:33][CH3:34])[CH3:31].C(N(CC)CC)C.F[P-](F)(F)(F)(F)F.N1(OC(N(C)C)=[N+](C)C)C2N=CC=CC=2N=N1.